Dataset: Reaction yield outcomes from USPTO patents with 853,638 reactions. Task: Predict the reaction yield, written as a fraction of the theoretical maximum amount of product (1.0 means a 100% yield; for example, 0.34 means a 34% yield). (1) The reactants are FC(F)(F)C1C=C(NC(=O)NC2C=CC(C3SC(CCC(O)=O)=NC=3)=CC=2)C=CC=1.[F:31][C:32]([F:62])([F:61])[C:33]1[CH:34]=[C:35]([NH:39][C:40](=[O:60])[NH:41][C:42]2[CH:47]=[CH:46][C:45]([C:48]3[S:52][C:51]([CH2:53][CH2:54][CH2:55][C:56]([O:58]C)=[O:57])=[N:50][CH:49]=3)=[CH:44][CH:43]=2)[CH:36]=[CH:37][CH:38]=1. No catalyst specified. The product is [F:62][C:32]([F:31])([F:61])[C:33]1[CH:34]=[C:35]([NH:39][C:40](=[O:60])[NH:41][C:42]2[CH:47]=[CH:46][C:45]([C:48]3[S:52][C:51]([CH2:53][CH2:54][CH2:55][C:56]([OH:58])=[O:57])=[N:50][CH:49]=3)=[CH:44][CH:43]=2)[CH:36]=[CH:37][CH:38]=1. The yield is 0.710. (2) The product is [Cl:1][C:2]1[CH:3]=[C:4]([C@H:9]2[C:18]3[C:13](=[CH:14][CH:15]=[CH:16][CH:17]=3)[CH:12]([OH:19])[CH:11]([CH:20]([NH:23][CH3:22])[CH3:21])[CH2:10]2)[CH:5]=[CH:6][C:7]=1[Cl:8]. The catalyst is C1COCC1. The reactants are [Cl:1][C:2]1[CH:3]=[C:4]([C@H:9]2[C:18]3[C:13](=[CH:14][CH:15]=[CH:16][CH:17]=3)[C:12](=[O:19])/[C:11](=[CH:20]/[CH3:21])/[CH2:10]2)[CH:5]=[CH:6][C:7]=1[Cl:8].[CH3:22][NH2:23].[BH4-].[Na+]. The yield is 0.560. (3) The reactants are [CH3:1][O:2][CH2:3][CH2:4][CH2:5][O:6][C:7]1[CH:8]=[C:9]([CH:29]=[CH:30][C:31]=1[O:32][CH3:33])[CH2:10][C@H:11]([CH:26]([CH3:28])[CH3:27])[CH2:12][C@H:13]([NH:18][C:19](=[O:25])[O:20][C:21]([CH3:24])([CH3:23])[CH3:22])[C@@H:14]([OH:17])[CH2:15][NH2:16].[CH3:34][CH2:35][CH2:36][CH2:37][CH2:38][N:39]=[C:40]=[S:41]. The catalyst is C(Cl)Cl. The product is [CH3:1][O:2][CH2:3][CH2:4][CH2:5][O:6][C:7]1[CH:8]=[C:9]([CH:29]=[CH:30][C:31]=1[O:32][CH3:33])[CH2:10][C@H:11]([CH:26]([CH3:28])[CH3:27])[CH2:12][C@H:13]([NH:18][C:19]([O:20][C:21]([CH3:24])([CH3:23])[CH3:22])=[O:25])[C@@H:14]([OH:17])[CH2:15][NH:16][C:40]([NH:39][CH2:38][CH2:37][CH2:36][CH2:35][CH3:34])=[S:41]. The yield is 0.550. (4) The reactants are [C:1]([O:5][C:6]([N:8]1[CH2:13][CH2:12][CH:11]([NH:14][C:15]2[CH:23]=[CH:22][CH:21]=[C:20]([F:24])[C:16]=2C(O)=O)[CH2:10][CH2:9]1)=[O:7])([CH3:4])([CH3:3])[CH3:2].C([N:27]([CH2:30]C)CC)C.P(N=[N+]=[N-])(OC1C=CC=CC=1)(OC1C=CC=CC=1)=[O:33]. The catalyst is C1(C)C=CC=CC=1. The product is [F:24][C:20]1[C:16]2[NH:27][C:30](=[O:33])[N:14]([CH:11]3[CH2:10][CH2:9][N:8]([C:6]([O:5][C:1]([CH3:3])([CH3:2])[CH3:4])=[O:7])[CH2:13][CH2:12]3)[C:15]=2[CH:23]=[CH:22][CH:21]=1. The yield is 0.970. (5) The reactants are Br[CH2:2][C:3]([C:5]1[C:9]([NH:10][C:11](=[O:20])[C:12]2[C:17]([F:18])=[CH:16][CH:15]=[CH:14][C:13]=2[F:19])=[CH:8][NH:7][N:6]=1)=O.[NH2:21][C:22]1[CH:27]=[CH:26][CH:25]=[CH:24][N:23]=1. The catalyst is C1COCC1. The product is [F:19][C:13]1[CH:14]=[CH:15][CH:16]=[C:17]([F:18])[C:12]=1[C:11]([NH:10][C:9]1[C:5]([C:3]2[N:21]=[C:22]3[CH:27]=[CH:26][CH:25]=[CH:24][N:23]3[CH:2]=2)=[N:6][NH:7][CH:8]=1)=[O:20]. The yield is 0.250.